This data is from Forward reaction prediction with 1.9M reactions from USPTO patents (1976-2016). The task is: Predict the product of the given reaction. (1) Given the reactants [NH2:1][CH2:2][C:3]1[N:12]=[C:11]([N:13]([C:15]2[CH:20]=[CH:19][C:18]([O:21][CH3:22])=[CH:17][CH:16]=2)[CH3:14])[C:10]2[C:5](=[CH:6][CH:7]=[CH:8][CH:9]=2)[N:4]=1.CN(C)C1C2C(=CC=CC=2N(C)C)C=CC=1.Cl[C:40]([O:42][CH:43]([Cl:45])[CH3:44])=[O:41].ClC([O-])=O, predict the reaction product. The product is: [Cl:45][CH:43]([O:42][C:40](=[O:41])[NH:1][CH2:2][C:3]1[N:12]=[C:11]([N:13]([C:15]2[CH:16]=[CH:17][C:18]([O:21][CH3:22])=[CH:19][CH:20]=2)[CH3:14])[C:10]2[C:5](=[CH:6][CH:7]=[CH:8][CH:9]=2)[N:4]=1)[CH3:44]. (2) The product is: [CH2:1]([C:3]1[S:4][C:5]([CH3:51])=[C:6](/[CH:8]=[CH:9]/[C:10]2[C:11]([O:21][CH2:22][C:23]3[CH:48]=[CH:47][C:26]([O:27][CH2:28][C:29]4[N:30]=[C:31]([C:35]5[CH:36]=[CH:37][C:38]([CH2:41][C:42]([OH:44])=[O:43])=[CH:39][CH:40]=5)[O:32][C:33]=4[CH3:34])=[C:25]([O:49][CH3:50])[CH:24]=3)=[N:12][N:13]([C:15]3[CH:16]=[CH:17][CH:18]=[CH:19][CH:20]=3)[CH:14]=2)[N:7]=1)[CH3:2]. Given the reactants [CH2:1]([C:3]1[S:4][C:5]([CH3:51])=[C:6](/[CH:8]=[CH:9]/[C:10]2[C:11]([O:21][CH2:22][C:23]3[CH:48]=[CH:47][C:26]([O:27][CH2:28][C:29]4[N:30]=[C:31]([C:35]5[CH:40]=[CH:39][C:38]([CH2:41][C:42]([O:44]CC)=[O:43])=[CH:37][CH:36]=5)[O:32][C:33]=4[CH3:34])=[C:25]([O:49][CH3:50])[CH:24]=3)=[N:12][N:13]([C:15]3[CH:20]=[CH:19][CH:18]=[CH:17][CH:16]=3)[CH:14]=2)[N:7]=1)[CH3:2].O1CCCC1.[OH-].[Na+].Cl, predict the reaction product. (3) Given the reactants [CH2:1]([O:3][C:4]([C:6]1[NH:7][C:8]([CH3:15])=[C:9]([C:12](=[O:14])[CH3:13])[C:10]=1[CH3:11])=[O:5])[CH3:2].CC(O[CH:21](N(C)C)[N:22]([CH3:24])[CH3:23])(C)C, predict the reaction product. The product is: [CH2:1]([O:3][C:4]([C:6]1[NH:7][C:8]([CH3:15])=[C:9]([C:12](=[O:14])[CH:13]=[CH:21][N:22]([CH3:24])[CH3:23])[C:10]=1[CH3:11])=[O:5])[CH3:2]. (4) Given the reactants [CH3:1][CH:2]1[O:7][C:6]2[CH:8]=[CH:9][C:10]([N+:12]([O-:14])=[O:13])=[CH:11][C:5]=2[NH:4][C:3]1=O.CO.Cl, predict the reaction product. The product is: [CH3:1][CH:2]1[O:7][C:6]2[CH:8]=[CH:9][C:10]([N+:12]([O-:14])=[O:13])=[CH:11][C:5]=2[NH:4][CH2:3]1. (5) The product is: [CH2:37]([O:41][C:42]1[CH:74]=[CH:73][C:45]([C:46]([NH:48][C:49]2[N:50]=[CH:51][C:52]([C:55]3[CH:63]=[C:62]4[C:58]([CH2:59][N:60]([C@@H:65]([CH:70]([CH3:71])[CH3:72])[C:66]([OH:68])=[O:67])[C:61]4=[O:64])=[CH:57][CH:56]=3)=[N:53][CH:54]=2)=[O:47])=[CH:44][CH:43]=1)[CH2:38][CH2:39][CH3:40]. Given the reactants C(C1C=CC(C(NC2C=CC(C3C=C4C(CN([C@@H](C(C)C)C(O)=O)C4=O)=CC=3)=NC=2)=O)=CC=1)(C)(C)C.[CH2:37]([O:41][C:42]1[CH:74]=[CH:73][C:45]([C:46]([NH:48][C:49]2[N:50]=[CH:51][C:52]([C:55]3[CH:63]=[C:62]4[C:58]([CH2:59][N:60]([C@@H:65]([CH:70]([CH3:72])[CH3:71])[C:66]([O:68]C)=[O:67])[C:61]4=[O:64])=[CH:57][CH:56]=3)=[N:53][CH:54]=2)=[O:47])=[CH:44][CH:43]=1)[CH2:38][CH2:39][CH3:40], predict the reaction product.